Dataset: Full USPTO retrosynthesis dataset with 1.9M reactions from patents (1976-2016). Task: Predict the reactants needed to synthesize the given product. (1) Given the product [CH3:23][C:18]1[CH:17]=[C:16]([C:15]([C:11]2[N:7]([CH3:6])[N:8]=[N:9][CH:10]=2)=[O:24])[CH:21]=[C:20]([CH3:22])[N:19]=1, predict the reactants needed to synthesize it. The reactants are: [Li]CCCC.[CH3:6][N:7]1[CH:11]=[CH:10][N:9]=[N:8]1.CON(C)[C:15](=[O:24])[C:16]1[CH:21]=[C:20]([CH3:22])[N:19]=[C:18]([CH3:23])[CH:17]=1. (2) Given the product [CH3:1][NH:2][S:3]([C:6]1[CH:7]=[C:8]2[C:12](=[CH:13][CH:14]=1)[NH:11][C:10](=[O:15])[C:9]2=[CH:25][C:17]1[NH:16][C:24]2[C:19]([CH:18]=1)=[CH:20][CH:21]=[CH:22][CH:23]=2)(=[O:5])=[O:4], predict the reactants needed to synthesize it. The reactants are: [CH3:1][NH:2][S:3]([C:6]1[CH:7]=[C:8]2[C:12](=[CH:13][CH:14]=1)[NH:11][C:10](=[O:15])[CH2:9]2)(=[O:5])=[O:4].[NH:16]1[C:24]2[C:19](=[CH:20][CH:21]=[CH:22][CH:23]=2)[CH:18]=[C:17]1[CH:25]=O. (3) Given the product [CH3:29][O:28][C:21]1[CH:22]=[C:23]([O:26][CH3:27])[CH:24]=[CH:25][C:20]=1[CH2:19][N:8]([C:9]1[S:10][C:11]([CH3:18])=[C:12]([CH2:14][OH:15])[N:13]=1)[C:6](=[O:7])[O:5][C:1]([CH3:3])([CH3:4])[CH3:2], predict the reactants needed to synthesize it. The reactants are: [C:1]([O:5][C:6]([N:8]([CH2:19][C:20]1[CH:25]=[CH:24][C:23]([O:26][CH3:27])=[CH:22][C:21]=1[O:28][CH3:29])[C:9]1[S:10][C:11]([CH3:18])=[C:12]([C:14](OC)=[O:15])[N:13]=1)=[O:7])([CH3:4])([CH3:3])[CH3:2].CO.[BH4-].[Li+]. (4) Given the product [C:9]1([C:7]2[CH2:6][CH2:5][NH:3][N:2]=2)[CH:14]=[CH:13][CH:12]=[CH:11][CH:10]=1, predict the reactants needed to synthesize it. The reactants are: O.[NH2:2][NH2:3].Cl[CH2:5][CH2:6][C:7]([C:9]1[CH:14]=[CH:13][CH:12]=[CH:11][CH:10]=1)=O.